Regression. Given a peptide amino acid sequence and an MHC pseudo amino acid sequence, predict their binding affinity value. This is MHC class II binding data. From a dataset of Peptide-MHC class II binding affinity with 134,281 pairs from IEDB. (1) The MHC is DRB1_1101 with pseudo-sequence DRB1_1101. The peptide sequence is SMSYSWTGALVTPCAAEEQK. The binding affinity (normalized) is 0.443. (2) The peptide sequence is ERAEAWRQKLHGRL. The MHC is H-2-IEd with pseudo-sequence H-2-IEd. The binding affinity (normalized) is 0.338. (3) The peptide sequence is YQQGVTVDSIGM. The MHC is DRB1_0404 with pseudo-sequence DRB1_0404. The binding affinity (normalized) is 0.0745.